The task is: Predict the reaction yield, written as a fraction of the theoretical maximum amount of product (1.0 means a 100% yield; for example, 0.34 means a 34% yield).. This data is from Reaction yield outcomes from USPTO patents with 853,638 reactions. (1) The reactants are [F:1][C:2]([F:21])([F:20])[O:3][C:4]1[CH:8]=[C:7]([N:9]2C(=O)C3C(=CC=CC=3)C2=O)[NH:6][N:5]=1.O.NN.O. The catalyst is C(O)C. The product is [F:21][C:2]([F:1])([F:20])[O:3][C:4]1[CH:8]=[C:7]([NH2:9])[NH:6][N:5]=1. The yield is 0.0800. (2) The catalyst is CC#N.O. The product is [O:9]=[S:10]1(=[O:12])[CH2:6][CH2:5][C:4](=[O:7])[CH2:3][CH2:2]1. The yield is 1.00. The reactants are S1[CH2:6][CH2:5][C:4](=[O:7])[CH2:3][CH2:2]1.O[O:9][S:10]([O-:12])=O.[K+].C([O-])(O)=O.[Na+]. (3) The reactants are [C:1]([N:4]1[C:13]2[C:8](=[CH:9][C:10]([C:14]3[CH:24]=[CH:23][C:17]([C:18]([O:20][CH2:21][CH3:22])=[O:19])=[CH:16][CH:15]=3)=[CH:11][CH:12]=2)[C@H:7]([NH2:25])[CH2:6][C@@H:5]1[CH3:26])(=[O:3])[CH3:2].Br[C:28]1[CH:33]=[CH:32][C:31]([Cl:34])=[CH:30][CH:29]=1.C1(P(C2CCCCC2)C2C=CC=CC=2C2C=CC=CC=2N(C)C)CCCCC1.CC(C)([O-])C.[Na+]. The catalyst is C1(C)C=CC=CC=1.C1C=CC(/C=C/C(/C=C/C2C=CC=CC=2)=O)=CC=1.C1C=CC(/C=C/C(/C=C/C2C=CC=CC=2)=O)=CC=1.[Pd]. The product is [C:1]([N:4]1[C:13]2[C:8](=[CH:9][C:10]([C:14]3[CH:24]=[CH:23][C:17]([C:18]([O:20][CH2:21][CH3:22])=[O:19])=[CH:16][CH:15]=3)=[CH:11][CH:12]=2)[C@H:7]([NH:25][C:28]2[CH:33]=[CH:32][C:31]([Cl:34])=[CH:30][CH:29]=2)[CH2:6][C@@H:5]1[CH3:26])(=[O:3])[CH3:2]. The yield is 0.320. (4) The reactants are [CH3:1][C:2]1[C:6]([CH2:7][N:8]2[CH:12]=[C:11]([N:13]3[C:17](=[O:18])[CH2:16][NH:15][C:14]3=[O:19])[CH:10]=[N:9]2)=[C:5]([CH3:20])[O:4][N:3]=1.Br[CH2:22][C:23]1[CH:24]=[C:25]([CH:28]=[CH:29][CH:30]=1)[CH:26]=[O:27]. No catalyst specified. The product is [CH3:1][C:2]1[C:6]([CH2:7][N:8]2[CH:12]=[C:11]([N:13]3[C:17](=[O:18])[CH2:16][N:15]([CH2:22][C:23]4[CH:24]=[C:25]([CH:28]=[CH:29][CH:30]=4)[CH:26]=[O:27])[C:14]3=[O:19])[CH:10]=[N:9]2)=[C:5]([CH3:20])[O:4][N:3]=1. The yield is 0.350. (5) The reactants are [F:1][C:2]([F:17])([F:16])[CH2:3][CH:4]([CH2:11][C:12]([F:15])([F:14])[F:13])[C:5](N(OC)C)=[O:6].[H-].C([Al+]CC(C)C)C(C)C.Cl. The catalyst is C(Cl)Cl. The product is [F:1][C:2]([F:16])([F:17])[CH2:3][CH:4]([CH2:11][C:12]([F:13])([F:14])[F:15])[CH:5]=[O:6]. The yield is 0.650. (6) The reactants are [C:1]([O:5][CH:6]([C:12]1[C:13]([C:26]2[CH:31]=[CH:30][C:29]([CH3:32])=[CH:28][C:27]=2[OH:33])=[C:14]2[C:21]3[CH2:22][CH2:23][CH2:24][CH2:25][C:20]=3[S:19][C:15]2=[N:16][C:17]=1[CH3:18])[C:7]([O:9]CC)=[O:8])([CH3:4])([CH3:3])[CH3:2].[OH-].[Na+]. The catalyst is C(O)C.O1CCCC1. The product is [C:1]([O:5][CH:6]([C:12]1[C:13]([C:26]2[CH:31]=[CH:30][C:29]([CH3:32])=[CH:28][C:27]=2[OH:33])=[C:14]2[C:21]3[CH2:22][CH2:23][CH2:24][CH2:25][C:20]=3[S:19][C:15]2=[N:16][C:17]=1[CH3:18])[C:7]([OH:9])=[O:8])([CH3:4])([CH3:3])[CH3:2]. The yield is 0.380.